Dataset: Full USPTO retrosynthesis dataset with 1.9M reactions from patents (1976-2016). Task: Predict the reactants needed to synthesize the given product. (1) Given the product [F:28][C:29]1[CH:35]=[C:34]([F:36])[CH:33]=[CH:32][C:30]=1[NH:31][C:2]1[CH:27]=[CH:26][C:5]2[C:6](=[O:25])[C:7]3[CH:14]=[C:13]([O:15][CH2:16][CH2:17][C@@H:18]4[CH2:22][O:21][C:20]([CH3:24])([CH3:23])[O:19]4)[CH:12]=[CH:11][C:8]=3[CH2:9][CH2:10][C:4]=2[CH:3]=1, predict the reactants needed to synthesize it. The reactants are: Cl[C:2]1[CH:27]=[CH:26][C:5]2[C:6](=[O:25])[C:7]3[CH:14]=[C:13]([O:15][CH2:16][CH2:17][C@@H:18]4[CH2:22][O:21][C:20]([CH3:24])([CH3:23])[O:19]4)[CH:12]=[CH:11][C:8]=3[CH2:9][CH2:10][C:4]=2[CH:3]=1.[F:28][C:29]1[CH:35]=[C:34]([F:36])[CH:33]=[CH:32][C:30]=1[NH2:31].C1(C)C=CC=CC=1. (2) Given the product [CH2:1]([N:8]([CH3:19])[CH2:9][CH2:10][O:11][CH2:12][CH2:13][O:14][CH2:15][C:16]([O:18][CH3:25])=[O:17])[C:2]1[CH:3]=[CH:4][CH:5]=[CH:6][CH:7]=1, predict the reactants needed to synthesize it. The reactants are: [CH2:1]([N:8]([CH3:19])[CH2:9][CH2:10][O:11][CH2:12][CH2:13][O:14][CH2:15][C:16]([OH:18])=[O:17])[C:2]1[CH:7]=[CH:6][CH:5]=[CH:4][CH:3]=1.S(=O)(=O)(O)O.[C:25](=O)([O-])[O-].[Na+].[Na+].